This data is from TCR-epitope binding with 47,182 pairs between 192 epitopes and 23,139 TCRs. The task is: Binary Classification. Given a T-cell receptor sequence (or CDR3 region) and an epitope sequence, predict whether binding occurs between them. (1) Result: 1 (the TCR binds to the epitope). The epitope is HTTDPSFLGRY. The TCR CDR3 sequence is CASSYDLYTGELFF. (2) The epitope is VTEHDTLLY. The TCR CDR3 sequence is CASSQDIGVSYEQYF. Result: 1 (the TCR binds to the epitope). (3) The epitope is KLWAQCVQL. The TCR CDR3 sequence is CASSLWTYNEQFF. Result: 1 (the TCR binds to the epitope). (4) The epitope is ILGLPTQTV. The TCR CDR3 sequence is CASSVYDSTGELFF. Result: 0 (the TCR does not bind to the epitope). (5) The epitope is QIKVRVKMV. The TCR CDR3 sequence is CATMDRGGYGYTF. Result: 0 (the TCR does not bind to the epitope).